Dataset: Forward reaction prediction with 1.9M reactions from USPTO patents (1976-2016). Task: Predict the product of the given reaction. Given the reactants [CH2:1]1[O:22][C:21]2[CH:20]=[CH:19][C:5]([CH2:6][NH:7][C:8]3[C:9]4[S:16][C:15](I)=[C:14]([CH3:18])[C:10]=4[N:11]=[CH:12][N:13]=3)=[CH:4][C:3]=2[O:2]1.[C:23]1(B(O)O)[CH:28]=[CH:27][CH:26]=[CH:25][CH:24]=1, predict the reaction product. The product is: [CH2:1]1[O:22][C:21]2[CH:20]=[CH:19][C:5]([CH2:6][NH:7][C:8]3[C:9]4[S:16][C:15]([C:23]5[CH:28]=[CH:27][CH:26]=[CH:25][CH:24]=5)=[C:14]([CH3:18])[C:10]=4[N:11]=[CH:12][N:13]=3)=[CH:4][C:3]=2[O:2]1.